Dataset: Full USPTO retrosynthesis dataset with 1.9M reactions from patents (1976-2016). Task: Predict the reactants needed to synthesize the given product. Given the product [I:3][C:4]1[N:5]=[C:6]([CH2:9][CH2:10][C:11]2[CH:12]=[CH:13][C:14]([C:17]3[CH:22]=[CH:21][CH:20]=[CH:19][N:18]=3)=[CH:15][CH:16]=2)[N:7]([S:25]([N:24]([CH3:29])[CH3:23])(=[O:27])=[O:26])[CH:8]=1, predict the reactants needed to synthesize it. The reactants are: [H-].[Na+].[I:3][C:4]1[N:5]=[C:6]([CH2:9][CH2:10][C:11]2[CH:16]=[CH:15][C:14]([C:17]3[CH:22]=[CH:21][CH:20]=[CH:19][N:18]=3)=[CH:13][CH:12]=2)[NH:7][CH:8]=1.[CH3:23][N:24]([CH3:29])[S:25](Cl)(=[O:27])=[O:26].O.